From a dataset of Full USPTO retrosynthesis dataset with 1.9M reactions from patents (1976-2016). Predict the reactants needed to synthesize the given product. (1) Given the product [CH2:17]([C:12]1[CH:13]=[CH:14][CH:15]=[CH:16][C:11]=1[NH:10][C:8]([C:3]1[C:4]([CH3:7])=[N:5][S:6][C:2]=1[NH:1][C:20]1[C:25]([C:26]([F:29])([F:28])[F:27])=[CH:24][CH:23]=[CH:22][N:21]=1)=[O:9])[CH3:18], predict the reactants needed to synthesize it. The reactants are: [NH2:1][C:2]1[S:6][N:5]=[C:4]([CH3:7])[C:3]=1[C:8]([NH:10][C:11]1[CH:16]=[CH:15][CH:14]=[CH:13][C:12]=1[CH2:17][CH3:18])=[O:9].Br[C:20]1[C:25]([C:26]([F:29])([F:28])[F:27])=[CH:24][CH:23]=[CH:22][N:21]=1.C(=O)([O-])[O-].[Cs+].[Cs+].CC1(C)C2C(=C(P(C3C=CC=CC=3)C3C=CC=CC=3)C=CC=2)OC2C(P(C3C=CC=CC=3)C3C=CC=CC=3)=CC=CC1=2. (2) The reactants are: [CH3:1][O:2][C:3]1[CH:4]=[CH:5][C:6]2[C:7]3[N:15]=[C:14]([N:16]4[CH2:21][CH2:20][CH2:19][CH2:18][CH2:17]4)[CH:13]=[C:12]([C:22]([O:24]C)=O)[C:8]=3[NH:9][C:10]=2[CH:11]=1.[NH3:26]. Given the product [CH3:1][O:2][C:3]1[CH:4]=[CH:5][C:6]2[C:7]3[N:15]=[C:14]([N:16]4[CH2:17][CH2:18][CH2:19][CH2:20][CH2:21]4)[CH:13]=[C:12]([C:22]([NH2:26])=[O:24])[C:8]=3[NH:9][C:10]=2[CH:11]=1, predict the reactants needed to synthesize it. (3) Given the product [Cl:50][C:51]1[CH:52]=[C:53]([CH:54]=[C:55]([O:57][C:58]([F:59])([F:60])[F:61])[CH:56]=1)[O:33][CH2:32][C:19]1[C:18]([CH:15]2[CH2:17][CH2:16]2)=[CH:30][C:22]([C:23]([O:25][C:26]([CH3:28])([CH3:29])[CH3:27])=[O:24])=[C:21]([F:31])[CH:20]=1, predict the reactants needed to synthesize it. The reactants are: ClC1C(CO)=CC(F)=C(C=1)C(OC)=O.[CH:15]1([C:18]2[C:19]([CH2:32][OH:33])=[CH:20][C:21]([F:31])=[C:22]([CH:30]=2)[C:23]([O:25][C:26]([CH3:29])([CH3:28])[CH3:27])=[O:24])[CH2:17][CH2:16]1.ClC1C=C(O)C=NC=1OCC(F)(F)C(F)F.[Cl:50][C:51]1[CH:52]=[C:53](O)[CH:54]=[C:55]([O:57][C:58]([F:61])([F:60])[F:59])[CH:56]=1. (4) The reactants are: Cl.[F:2][C:3]1[CH:4]=[C:5]([N+:22]([O-:24])=[O:23])[C:6]([C:13](=[O:21])[CH2:14][C:15]2[N:19]=[CH:18][N:17](C)[N:16]=2)=[C:7]([CH:12]=1)[C:8]([O:10][CH3:11])=[O:9].[F:25][C:26]1[CH:33]=[CH:32][C:29]([CH:30]=O)=[CH:28][CH:27]=1.N1CCC[C@H:35]1C(O)=O. Given the product [F:2][C:3]1[CH:4]=[C:5]([N+:22]([O-:24])=[O:23])[C:6]([C:13](=[O:21])/[C:14](/[C:15]2[N:16]([CH3:35])[N:17]=[CH:18][N:19]=2)=[CH:30]/[C:29]2[CH:32]=[CH:33][C:26]([F:25])=[CH:27][CH:28]=2)=[C:7]([CH:12]=1)[C:8]([O:10][CH3:11])=[O:9], predict the reactants needed to synthesize it. (5) The reactants are: [I:1][C:2]1[CH:3]=[CH:4][C:5]([O:9][C@H:10]2[CH2:14][CH2:13][O:12][CH2:11]2)=[C:6]([NH2:8])[CH:7]=1.Cl[C:16]1[CH:21]=[CH:20][N:19]=[CH:18][CH:17]=1.[OH-].[Na+]. Given the product [I:1][C:2]1[CH:3]=[CH:4][C:5]([O:9][C@H:10]2[CH2:14][CH2:13][O:12][CH2:11]2)=[C:6]([NH:8][C:16]2[CH:21]=[CH:20][N:19]=[CH:18][CH:17]=2)[CH:7]=1, predict the reactants needed to synthesize it. (6) Given the product [C:1]([C:5]1[N:10]=[C:9]([O:11][CH2:12][CH3:13])[C:8]([C:14]2[N:15]([C:35]([N:41]3[CH2:42][CH2:43][N:38]([CH2:44][CH2:45][CH2:46][OH:47])[CH2:39][CH2:40]3)=[O:36])[C:16]([C:28]3[CH:33]=[CH:32][C:31]([Cl:34])=[CH:30][CH:29]=3)([CH3:27])[C:17]([C:20]3[CH:25]=[CH:24][C:23]([Cl:26])=[CH:22][CH:21]=3)([CH3:19])[N:18]=2)=[CH:7][N:6]=1)([CH3:2])([CH3:3])[CH3:4], predict the reactants needed to synthesize it. The reactants are: [C:1]([C:5]1[N:10]=[C:9]([O:11][CH2:12][CH3:13])[C:8]([C:14]2[N:15]([C:35](Cl)=[O:36])[C:16]([C:28]3[CH:33]=[CH:32][C:31]([Cl:34])=[CH:30][CH:29]=3)([CH3:27])[C:17]([C:20]3[CH:25]=[CH:24][C:23]([Cl:26])=[CH:22][CH:21]=3)([CH3:19])[N:18]=2)=[CH:7][N:6]=1)([CH3:4])([CH3:3])[CH3:2].[N:38]1([CH2:44][CH2:45][CH2:46][OH:47])[CH2:43][CH2:42][NH:41][CH2:40][CH2:39]1.